Dataset: Full USPTO retrosynthesis dataset with 1.9M reactions from patents (1976-2016). Task: Predict the reactants needed to synthesize the given product. (1) Given the product [F:23][C:12]1[C:8]2[NH:9][CH:10]=[N:11][C:7]=2[CH:6]=[C:5]([C:3]([OH:4])=[O:2])[C:13]=1[NH:14][C:15]1[CH:20]=[CH:19][C:18]([Br:21])=[CH:17][C:16]=1[CH3:22], predict the reactants needed to synthesize it. The reactants are: C[O:2][C:3]([C:5]1[C:13]([NH:14][C:15]2[CH:20]=[CH:19][C:18]([Br:21])=[CH:17][C:16]=2[CH3:22])=[C:12]([F:23])[C:8]2[NH:9][CH:10]=[N:11][C:7]=2[CH:6]=1)=[O:4].[OH-].[Na+].Cl. (2) Given the product [C:24]([NH:1][C@H:2]([C:4]([N:6]1[C:12](=[O:13])[CH:11]([CH3:14])[C:10]2[CH:15]=[CH:16][CH:17]=[CH:18][C:9]=2[C:8]2[C:19]([NH2:23])=[CH:20][CH:21]=[CH:22][C:7]1=2)=[O:5])[CH3:3])(=[O:26])[CH3:25], predict the reactants needed to synthesize it. The reactants are: [NH2:1][C@H:2]([C:4]([N:6]1[C:12](=[O:13])[CH:11]([CH3:14])[C:10]2[CH:15]=[CH:16][CH:17]=[CH:18][C:9]=2[C:8]2[C:19]([NH2:23])=[CH:20][CH:21]=[CH:22][C:7]1=2)=[O:5])[CH3:3].[C:24](O)(=[O:26])[CH3:25].